From a dataset of Peptide-MHC class I binding affinity with 185,985 pairs from IEDB/IMGT. Regression. Given a peptide amino acid sequence and an MHC pseudo amino acid sequence, predict their binding affinity value. This is MHC class I binding data. (1) The peptide sequence is LLNVQTLISL. The MHC is HLA-A02:01 with pseudo-sequence HLA-A02:01. The binding affinity (normalized) is 0.603. (2) The peptide sequence is MAMTDTTPF. The MHC is HLA-B35:01 with pseudo-sequence HLA-B35:01. The binding affinity (normalized) is 0.945. (3) The peptide sequence is NLFDWMHFL. The MHC is HLA-A30:01 with pseudo-sequence HLA-A30:01. The binding affinity (normalized) is 0.0847. (4) The peptide sequence is TPQVPLRPM. The MHC is HLA-B45:01 with pseudo-sequence HLA-B45:01. The binding affinity (normalized) is 0. (5) The peptide sequence is SGGPKYEYRW. The MHC is HLA-A01:01 with pseudo-sequence HLA-A01:01. The binding affinity (normalized) is 0. (6) The peptide sequence is RQFPPAFEF. The MHC is Mamu-B52 with pseudo-sequence Mamu-B52. The binding affinity (normalized) is 0.707.